This data is from CYP3A4 inhibition data for predicting drug metabolism from PubChem BioAssay. The task is: Regression/Classification. Given a drug SMILES string, predict its absorption, distribution, metabolism, or excretion properties. Task type varies by dataset: regression for continuous measurements (e.g., permeability, clearance, half-life) or binary classification for categorical outcomes (e.g., BBB penetration, CYP inhibition). Dataset: cyp3a4_veith. The compound is COc1ccccc1CN1CC[C@@]2(CCCN(C(C)=O)C2)C1. The result is 0 (non-inhibitor).